Dataset: Full USPTO retrosynthesis dataset with 1.9M reactions from patents (1976-2016). Task: Predict the reactants needed to synthesize the given product. (1) Given the product [CH2:24]([C:21]1[CH:22]=[C:23]2[C:18]([CH2:17][CH2:16][CH2:15][N:14]2[C:13]2[C:7]3[CH2:6][N:5]([C:3]([NH:2][CH3:1])=[O:4])[CH2:10][CH2:9][C:8]=3[N:11]([CH:32]3[CH2:37][CH2:36][O:35][CH2:34][CH2:33]3)[N:12]=2)=[CH:19][C:20]=1[C:26]1[CH:27]=[N:28][N:29]([CH3:31])[CH:30]=1)[CH3:25], predict the reactants needed to synthesize it. The reactants are: [CH3:1][NH:2][C:3]([N:5]1[CH2:10][CH2:9][C:8]2[N:11]([CH:32]3[CH2:37][CH2:36][O:35][CH2:34][CH2:33]3)[N:12]=[C:13]([N:14]3[C:23]4[C:18](=[CH:19][C:20]([C:26]5[CH:27]=[N:28][N:29]([CH3:31])[CH:30]=5)=[C:21]([CH:24]=[CH2:25])[CH:22]=4)[CH2:17][CH2:16][CH2:15]3)[C:7]=2[CH2:6]1)=[O:4]. (2) Given the product [CH:23]1([C:19]2[CH:18]=[C:17]([CH:22]=[CH:21][CH:20]=2)[CH2:16][N:11]2[C@@H:10]3[C@H:14]([C@H:6]([CH2:5][C:4]4[CH:28]=[CH:29][C:30]([O:31][CH3:32])=[C:2]([B:36]5[O:37][C:38]([CH3:40])([CH3:39])[C:34]([CH3:41])([CH3:33])[O:35]5)[CH:3]=4)[CH2:7][S:8](=[O:27])(=[O:26])[CH2:9]3)[O:13][C:12]2=[O:15])[CH2:25][CH2:24]1, predict the reactants needed to synthesize it. The reactants are: Br[C:2]1[CH:3]=[C:4]([CH:28]=[CH:29][C:30]=1[O:31][CH3:32])[CH2:5][C@H:6]1[C@H:14]2[C@@H:10]([N:11]([CH2:16][C:17]3[CH:22]=[CH:21][CH:20]=[C:19]([CH:23]4[CH2:25][CH2:24]4)[CH:18]=3)[C:12](=[O:15])[O:13]2)[CH2:9][S:8](=[O:27])(=[O:26])[CH2:7]1.[CH3:33][C:34]1([CH3:41])[C:38]([CH3:40])([CH3:39])[O:37][BH:36][O:35]1.C1COCC1.CCN(CC)CC. (3) Given the product [F:30][C:28]1[CH:29]=[C:24]([C:17]2[CH:18]=[CH:19][C:14]([O:7][C:8]3[CH:13]=[CH:12][CH:11]=[CH:10][CH:9]=3)=[CH:15][CH:16]=2)[C:25]([NH2:31])=[N:26][CH:27]=1, predict the reactants needed to synthesize it. The reactants are: C(=O)([O-])[O-].[Na+].[Na+].[O:7]([C:14]1[CH:19]=[CH:18][C:17](B(O)O)=[CH:16][CH:15]=1)[C:8]1[CH:13]=[CH:12][CH:11]=[CH:10][CH:9]=1.Br[C:24]1[C:25]([NH2:31])=[N:26][CH:27]=[C:28]([F:30])[CH:29]=1. (4) Given the product [CH2:32]([O:34][C:35](=[O:44])[CH2:36][C:37]1[CH:38]=[N:39][CH:40]=[C:41]([C:16]2[CH:17]=[CH:18][C:19]([C:21]#[N:22])=[CH:20][C:15]=2[CH2:14][N:8]([CH2:1][C:2]2[CH:3]=[CH:4][CH:5]=[CH:6][CH:7]=2)[C:9]([CH:11]2[CH2:12][CH2:13]2)=[O:10])[CH:42]=1)[CH3:33], predict the reactants needed to synthesize it. The reactants are: [CH2:1]([N:8]([CH2:14][C:15]1[CH:20]=[C:19]([C:21]#[N:22])[CH:18]=[CH:17][C:16]=1B1OC(C)(C)C(C)(C)O1)[C:9]([CH:11]1[CH2:13][CH2:12]1)=[O:10])[C:2]1[CH:7]=[CH:6][CH:5]=[CH:4][CH:3]=1.[CH2:32]([O:34][C:35](=[O:44])[CH2:36][C:37]1[CH:38]=[N:39][CH:40]=[C:41](Br)[CH:42]=1)[CH3:33].C(=O)([O-])[O-].[K+].[K+]. (5) The reactants are: [CH3:1][C:2]1[O:3][C:4]2[C:10]([C:11]([O:13]C)=[O:12])=[CH:9][CH:8]=[C:7](/[CH:15]=[CH:16]/[C:17](=[O:34])[NH:18][CH:19]([C:24]3[CH:29]=[CH:28][CH:27]=[C:26]([C:30]([F:33])([F:32])[F:31])[CH:25]=3)[C:20]([F:23])([F:22])[F:21])[C:5]=2[CH:6]=1.[OH-].[Na+].Cl. Given the product [CH3:1][C:2]1[O:3][C:4]2[C:10]([C:11]([OH:13])=[O:12])=[CH:9][CH:8]=[C:7](/[CH:15]=[CH:16]/[C:17](=[O:34])[NH:18][CH:19]([C:24]3[CH:29]=[CH:28][CH:27]=[C:26]([C:30]([F:32])([F:31])[F:33])[CH:25]=3)[C:20]([F:21])([F:22])[F:23])[C:5]=2[CH:6]=1, predict the reactants needed to synthesize it. (6) Given the product [C:1]([C:3]1[CH:4]=[CH:5][C:6]([C@@H:12]2[C:17]([C:18]#[N:19])=[C:16]([CH3:20])[N:15]([C:21]3[CH:26]=[CH:25][CH:24]=[C:23]([C:27]([F:29])([F:30])[F:28])[CH:22]=3)[C:14](=[O:31])[N:13]2[CH3:32])=[C:7]([S:9]([CH2:37][CH2:36][C:35]([F:40])([F:39])[F:34])(=[O:11])=[O:10])[CH:8]=1)#[N:2], predict the reactants needed to synthesize it. The reactants are: [C:1]([C:3]1[CH:4]=[CH:5][C:6]([C@@H:12]2[C:17]([C:18]#[N:19])=[C:16]([CH3:20])[N:15]([C:21]3[CH:26]=[CH:25][CH:24]=[C:23]([C:27]([F:30])([F:29])[F:28])[CH:22]=3)[C:14](=[O:31])[N:13]2[CH3:32])=[C:7]([S:9]([O-:11])=[O:10])[CH:8]=1)#[N:2].[Na+].[F:34][C:35]([F:40])([F:39])[CH2:36][CH2:37]I. (7) Given the product [Cl:1][CH2:2][CH2:3][CH2:4][S:5]([N:9]1[CH2:14][CH2:13][O:12][CH2:11][CH2:10]1)(=[O:7])=[O:6], predict the reactants needed to synthesize it. The reactants are: [Cl:1][CH2:2][CH2:3][CH2:4][S:5](Cl)(=[O:7])=[O:6].[NH:9]1[CH2:14][CH2:13][O:12][CH2:11][CH2:10]1.CCN(CC)CC. (8) Given the product [CH3:12][O:13][C:14]([C:16]1[N:17]=[CH:18][N:19]([C:2]2[CH:7]=[CH:6][C:5]([S:8]([CH3:11])(=[O:10])=[O:9])=[CH:4][CH:3]=2)[CH:20]=1)=[O:15], predict the reactants needed to synthesize it. The reactants are: F[C:2]1[CH:7]=[CH:6][C:5]([S:8]([CH3:11])(=[O:10])=[O:9])=[CH:4][CH:3]=1.[CH3:12][O:13][C:14]([C:16]1[N:17]=[CH:18][NH:19][CH:20]=1)=[O:15]. (9) Given the product [CH2:1]=[CH:2][C:3]1[CH:8]=[CH:7][CH:6]=[CH:5][CH:4]=1.[C:13]([O:18][CH3:19])(=[O:17])[C:14]([CH3:16])=[CH2:15], predict the reactants needed to synthesize it. The reactants are: [CH2:1]=[CH:2][C:3]1[CH:8]=[CH:7][CH:6]=[CH:5][CH:4]=1.C=CC=C.[C:13]([O:18][CH3:19])(=[O:17])[C:14]([CH3:16])=[CH2:15].C([Al](CC(C)C)OC1C(C(C)(C)C)=CC(C)=CC=1C(C)(C)C)C(C)C. (10) Given the product [N:1]1[N:2]=[C:3]([C:10]2[CH:19]=[CH:18][C:17]3[C:12](=[C:13]([O:20][CH2:27][C:28]([CH3:31])([CH3:30])[CH3:29])[CH:14]=[CH:15][CH:16]=3)[N:11]=2)[N:4]2[CH:9]=[CH:8][CH:7]=[CH:6][C:5]=12, predict the reactants needed to synthesize it. The reactants are: [N:1]1[N:2]=[C:3]([C:10]2[CH:19]=[CH:18][C:17]3[C:12](=[C:13]([OH:20])[CH:14]=[CH:15][CH:16]=3)[N:11]=2)[N:4]2[CH:9]=[CH:8][CH:7]=[CH:6][C:5]=12.C(=O)([O-])[O-].[Cs+].[Cs+].[CH2:27](I)[C:28]([CH3:31])([CH3:30])[CH3:29].O.